From a dataset of NCI-60 drug combinations with 297,098 pairs across 59 cell lines. Regression. Given two drug SMILES strings and cell line genomic features, predict the synergy score measuring deviation from expected non-interaction effect. (1) Drug 1: CC1OCC2C(O1)C(C(C(O2)OC3C4COC(=O)C4C(C5=CC6=C(C=C35)OCO6)C7=CC(=C(C(=C7)OC)O)OC)O)O. Drug 2: CC1CCC2CC(C(=CC=CC=CC(CC(C(=O)C(C(C(=CC(C(=O)CC(OC(=O)C3CCCCN3C(=O)C(=O)C1(O2)O)C(C)CC4CCC(C(C4)OC)OCCO)C)C)O)OC)C)C)C)OC. Cell line: SF-295. Synergy scores: CSS=63.7, Synergy_ZIP=-2.81, Synergy_Bliss=-0.404, Synergy_Loewe=6.02, Synergy_HSA=6.89. (2) Drug 1: C1=CN(C=N1)CC(O)(P(=O)(O)O)P(=O)(O)O. Drug 2: C1=NC2=C(N1)C(=S)N=CN2. Cell line: SF-295. Synergy scores: CSS=38.8, Synergy_ZIP=3.52, Synergy_Bliss=5.48, Synergy_Loewe=-7.29, Synergy_HSA=3.02. (3) Drug 1: C1C(C(OC1N2C=C(C(=O)NC2=O)F)CO)O. Drug 2: CN1C2=C(C=C(C=C2)N(CCCl)CCCl)N=C1CCCC(=O)O.Cl. Cell line: MDA-MB-435. Synergy scores: CSS=7.44, Synergy_ZIP=-1.86, Synergy_Bliss=0.791, Synergy_Loewe=-95.2, Synergy_HSA=-0.631. (4) Cell line: HT29. Drug 1: C1CN1P(=S)(N2CC2)N3CC3. Drug 2: COCCOC1=C(C=C2C(=C1)C(=NC=N2)NC3=CC=CC(=C3)C#C)OCCOC.Cl. Synergy scores: CSS=3.15, Synergy_ZIP=-0.908, Synergy_Bliss=0.530, Synergy_Loewe=-1.18, Synergy_HSA=-2.15. (5) Drug 1: C1CCN(CC1)CCOC2=CC=C(C=C2)C(=O)C3=C(SC4=C3C=CC(=C4)O)C5=CC=C(C=C5)O. Drug 2: CN1C2=C(C=C(C=C2)N(CCCl)CCCl)N=C1CCCC(=O)O.Cl. Cell line: SK-OV-3. Synergy scores: CSS=4.32, Synergy_ZIP=4.27, Synergy_Bliss=1.46, Synergy_Loewe=0.762, Synergy_HSA=2.48. (6) Drug 1: CC1OCC2C(O1)C(C(C(O2)OC3C4COC(=O)C4C(C5=CC6=C(C=C35)OCO6)C7=CC(=C(C(=C7)OC)O)OC)O)O. Drug 2: C1=C(C(=O)NC(=O)N1)F. Cell line: MCF7. Synergy scores: CSS=41.8, Synergy_ZIP=-7.16, Synergy_Bliss=-7.35, Synergy_Loewe=0.394, Synergy_HSA=1.87. (7) Drug 1: CS(=O)(=O)C1=CC(=C(C=C1)C(=O)NC2=CC(=C(C=C2)Cl)C3=CC=CC=N3)Cl. Drug 2: C1=C(C(=O)NC(=O)N1)N(CCCl)CCCl. Cell line: NCI-H522. Synergy scores: CSS=28.6, Synergy_ZIP=-11.5, Synergy_Bliss=1.26, Synergy_Loewe=-2.37, Synergy_HSA=2.84. (8) Drug 1: CCC1(CC2CC(C3=C(CCN(C2)C1)C4=CC=CC=C4N3)(C5=C(C=C6C(=C5)C78CCN9C7C(C=CC9)(C(C(C8N6C)(C(=O)OC)O)OC(=O)C)CC)OC)C(=O)OC)O.OS(=O)(=O)O. Drug 2: CC1=C2C(C(=O)C3(C(CC4C(C3C(C(C2(C)C)(CC1OC(=O)C(C(C5=CC=CC=C5)NC(=O)OC(C)(C)C)O)O)OC(=O)C6=CC=CC=C6)(CO4)OC(=O)C)O)C)O. Cell line: UACC-257. Synergy scores: CSS=-0.596, Synergy_ZIP=-0.216, Synergy_Bliss=-1.38, Synergy_Loewe=-2.26, Synergy_HSA=-2.02. (9) Cell line: M14. Drug 1: C1=CC(=CC=C1CCC2=CNC3=C2C(=O)NC(=N3)N)C(=O)NC(CCC(=O)O)C(=O)O. Drug 2: CC1=C(C=C(C=C1)C(=O)NC2=CC(=CC(=C2)C(F)(F)F)N3C=C(N=C3)C)NC4=NC=CC(=N4)C5=CN=CC=C5. Synergy scores: CSS=23.9, Synergy_ZIP=3.96, Synergy_Bliss=2.08, Synergy_Loewe=-9.02, Synergy_HSA=0.943.